This data is from Reaction yield outcomes from USPTO patents with 853,638 reactions. The task is: Predict the reaction yield, written as a fraction of the theoretical maximum amount of product (1.0 means a 100% yield; for example, 0.34 means a 34% yield). The reactants are [CH2:1]([C@H:8]([NH:37][C:38](=[O:48])[O:39][C@@H:40]1[C@H:47]2[C@H:43]([O:44][CH2:45][CH2:46]2)[O:42][CH2:41]1)[C@H:9]([OH:36])[CH2:10][N:11]([S:19]([C:22]1[CH:27]=[CH:26][CH:25]=[C:24]([O:28]CC2C=CC=CC=2)[CH:23]=1)(=[O:21])=[O:20])[O:12][CH:13]1[CH2:18][CH2:17][CH2:16][CH2:15][CH2:14]1)[C:2]1[CH:7]=[CH:6][CH:5]=[CH:4][CH:3]=1. The catalyst is C(OCC)(=O)C.[Pd]. The product is [CH2:1]([C@H:8]([NH:37][C:38](=[O:48])[O:39][C@@H:40]1[C@H:47]2[C@H:43]([O:44][CH2:45][CH2:46]2)[O:42][CH2:41]1)[C@H:9]([OH:36])[CH2:10][N:11]([O:12][CH:13]1[CH2:18][CH2:17][CH2:16][CH2:15][CH2:14]1)[S:19]([C:22]1[CH:27]=[CH:26][CH:25]=[C:24]([OH:28])[CH:23]=1)(=[O:21])=[O:20])[C:2]1[CH:3]=[CH:4][CH:5]=[CH:6][CH:7]=1. The yield is 0.820.